From a dataset of Catalyst prediction with 721,799 reactions and 888 catalyst types from USPTO. Predict which catalyst facilitates the given reaction. Reactant: [Se-2:1].[Na+].[Na+].Cl[C:5]([C:9]([CH3:12])([CH3:11])[CH3:10])=[CH:6][C:7]#[N:8].Cl[CH2:14][C:15]#[N:16].C[O-].[Na+]. Product: [NH2:8][C:7]1[CH:6]=[C:5]([C:9]([CH3:12])([CH3:11])[CH3:10])[Se:1][C:14]=1[C:15]#[N:16]. The catalyst class is: 656.